Regression. Given two drug SMILES strings and cell line genomic features, predict the synergy score measuring deviation from expected non-interaction effect. From a dataset of NCI-60 drug combinations with 297,098 pairs across 59 cell lines. (1) Drug 1: CCN(CC)CCNC(=O)C1=C(NC(=C1C)C=C2C3=C(C=CC(=C3)F)NC2=O)C. Drug 2: CC1CCCC2(C(O2)CC(NC(=O)CC(C(C(=O)C(C1O)C)(C)C)O)C(=CC3=CSC(=N3)C)C)C. Cell line: CCRF-CEM. Synergy scores: CSS=61.5, Synergy_ZIP=2.58, Synergy_Bliss=2.59, Synergy_Loewe=-28.9, Synergy_HSA=2.85. (2) Synergy scores: CSS=2.83, Synergy_ZIP=-5.30, Synergy_Bliss=-5.18, Synergy_Loewe=-6.73, Synergy_HSA=-6.66. Drug 1: C1=NC2=C(N=C(N=C2N1C3C(C(C(O3)CO)O)F)Cl)N. Cell line: COLO 205. Drug 2: CC1CCC2CC(C(=CC=CC=CC(CC(C(=O)C(C(C(=CC(C(=O)CC(OC(=O)C3CCCCN3C(=O)C(=O)C1(O2)O)C(C)CC4CCC(C(C4)OC)O)C)C)O)OC)C)C)C)OC. (3) Drug 1: CC1=C2C(C(=O)C3(C(CC4C(C3C(C(C2(C)C)(CC1OC(=O)C(C(C5=CC=CC=C5)NC(=O)OC(C)(C)C)O)O)OC(=O)C6=CC=CC=C6)(CO4)OC(=O)C)OC)C)OC. Drug 2: C1=NC2=C(N1)C(=S)N=CN2. Cell line: SN12C. Synergy scores: CSS=17.9, Synergy_ZIP=-11.7, Synergy_Bliss=-17.5, Synergy_Loewe=-27.0, Synergy_HSA=-13.5. (4) Drug 1: CCC1=C2CN3C(=CC4=C(C3=O)COC(=O)C4(CC)O)C2=NC5=C1C=C(C=C5)O. Drug 2: CC1C(C(CC(O1)OC2CC(CC3=C2C(=C4C(=C3O)C(=O)C5=C(C4=O)C(=CC=C5)OC)O)(C(=O)CO)O)N)O.Cl. Cell line: NCI-H522. Synergy scores: CSS=53.7, Synergy_ZIP=-2.53, Synergy_Bliss=1.39, Synergy_Loewe=4.53, Synergy_HSA=6.05.